This data is from Reaction yield outcomes from USPTO patents with 853,638 reactions. The task is: Predict the reaction yield, written as a fraction of the theoretical maximum amount of product (1.0 means a 100% yield; for example, 0.34 means a 34% yield). (1) The reactants are [CH3:1][S:2][C:3]1[CH:8]=[CH:7][CH:6]=[CH:5][C:4]=1[NH:9][C:10](=[O:12])[CH3:11].C1C=C(Cl)C=C(C(OO)=[O:21])C=1.C([O-])(O)=O.[Na+]. The catalyst is C(Cl)Cl. The product is [CH3:1][S:2]([C:3]1[CH:8]=[CH:7][CH:6]=[CH:5][C:4]=1[NH:9][C:10](=[O:12])[CH3:11])=[O:21]. The yield is 0.990. (2) The reactants are [Cl:1][C:2]1[CH:3]=[C:4]([C:8]2[C:13]([O:14][CH3:15])=[CH:12][CH:11]=[C:10]([CH2:16][C:17]3[CH:18]=[CH:19][C:20](F)=[N:21][CH:22]=3)[C:9]=2[F:24])[CH:5]=[CH:6][CH:7]=1.[NH:25]1[CH2:28][CH2:27][CH2:26]1.N12CCCN=C1CCCCC2.Cl. The catalyst is O. The product is [N:25]1([C:20]2[CH:19]=[CH:18][C:17]([CH2:16][C:10]3[C:9]([F:24])=[C:8]([C:4]4[CH:5]=[CH:6][CH:7]=[C:2]([Cl:1])[CH:3]=4)[C:13]([O:14][CH3:15])=[CH:12][CH:11]=3)=[CH:22][N:21]=2)[CH2:28][CH2:27][CH2:26]1. The yield is 0.940. (3) The reactants are C[O:2][C:3](=[O:30])[CH2:4][C:5]1[CH:10]=[CH:9][C:8]([C:11]#[C:12][C:13]2[CH:18]=[C:17]([C:19]([CH3:22])([CH3:21])[CH3:20])[C:16]([O:23][CH:24]([CH3:26])[CH3:25])=[C:15]([CH:27]=[CH2:28])[C:14]=2[CH3:29])=[CH:7][CH:6]=1.[OH-].[Li+]. The catalyst is CO.O1CCCC1. The product is [C:19]([C:17]1[C:16]([O:23][CH:24]([CH3:26])[CH3:25])=[C:15]([CH:27]=[CH2:28])[C:14]([CH3:29])=[C:13]([C:12]#[C:11][C:8]2[CH:7]=[CH:6][C:5]([CH2:4][C:3]([OH:30])=[O:2])=[CH:10][CH:9]=2)[CH:18]=1)([CH3:22])([CH3:20])[CH3:21]. The yield is 1.00. (4) The reactants are [C:1]([C:5]1[CH:10]=[CH:9][C:8]([N:11]2[CH:15]([C:16]3[CH:21]=[CH:20][C:19](Cl)=[C:18]([N+:23]([O-:25])=[O:24])[CH:17]=3)[CH2:14][CH2:13][CH:12]2[C:26]2[CH:31]=[CH:30][C:29](Cl)=[C:28]([N+:33]([O-:35])=[O:34])[CH:27]=2)=[CH:7][CH:6]=1)([CH3:4])([CH3:3])[CH3:2].[CH3:36][O:37][C:38]1[CH:45]=[CH:44][C:41]([CH2:42][NH2:43])=[CH:40][CH:39]=1. The catalyst is ClCCl. The product is [C:1]([C:5]1[CH:10]=[CH:9][C:8]([N:11]2[CH:15]([C:16]3[CH:21]=[CH:20][C:19]([NH:43][CH2:42][C:41]4[CH:44]=[CH:45][C:38]([O:37][CH3:36])=[CH:39][CH:40]=4)=[C:18]([N+:23]([O-:25])=[O:24])[CH:17]=3)[CH2:14][CH2:13][CH:12]2[C:26]2[CH:31]=[CH:30][C:29]([NH:43][CH2:42][C:41]3[CH:44]=[CH:45][C:38]([O:37][CH3:36])=[CH:39][CH:40]=3)=[C:28]([N+:33]([O-:35])=[O:34])[CH:27]=2)=[CH:7][CH:6]=1)([CH3:4])([CH3:3])[CH3:2]. The yield is 0.670. (5) The reactants are [CH3:1][C:2]1[CH:7]=[C:6]([C:8]([F:11])([F:10])[F:9])[C:5]([N+:12]([O-:14])=[O:13])=[CH:4][C:3]=1[N+:15]([O-:17])=[O:16].C[C:19]([N:21]([CH3:23])[CH3:22])=O. The catalyst is CN(C=O)C. The product is [N+:15]([C:3]1[CH:4]=[C:5]([N+:12]([O-:14])=[O:13])[C:6]([C:8]([F:10])([F:11])[F:9])=[CH:7][C:2]=1/[CH:1]=[CH:19]/[N:21]([CH3:23])[CH3:22])([O-:17])=[O:16]. The yield is 0.860. (6) The reactants are [CH3:1][C:2]1[C:7]([CH:8]([CH2:13][CH2:14][CH3:15])[C:9]([O:11]C)=[O:10])=[C:6]([C:16]2[CH:21]=[CH:20][C:19]([CH3:22])=[CH:18][CH:17]=2)[N:5]=[C:4]([NH:23][C:24]2[CH:29]=[CH:28][CH:27]=[CH:26][CH:25]=2)[N:3]=1.[OH-].[Na+]. The catalyst is CO. The product is [CH3:1][C:2]1[C:7]([CH:8]([CH2:13][CH2:14][CH3:15])[C:9]([OH:11])=[O:10])=[C:6]([C:16]2[CH:17]=[CH:18][C:19]([CH3:22])=[CH:20][CH:21]=2)[N:5]=[C:4]([NH:23][C:24]2[CH:25]=[CH:26][CH:27]=[CH:28][CH:29]=2)[N:3]=1. The yield is 0.620.